This data is from Retrosynthesis with 50K atom-mapped reactions and 10 reaction types from USPTO. The task is: Predict the reactants needed to synthesize the given product. (1) Given the product COC(=O)c1ccc(CCC(/C=C/c2ccccc2O)CCc2ccc(C(=O)OC)cc2)cc1, predict the reactants needed to synthesize it. The reactants are: COC(=O)c1ccc(CCC(C=O)CCc2ccc(C(=O)OC)cc2)cc1.Oc1ccccc1C[P+](c1ccccc1)(c1ccccc1)c1ccccc1. (2) Given the product C=CC(=O)N[C@@H](C)COc1cccc(Nc2cc(Br)cn(C)c2=O)n1, predict the reactants needed to synthesize it. The reactants are: C=CC(=O)Cl.C[C@H](N)COc1cccc(Nc2cc(Br)cn(C)c2=O)n1. (3) Given the product COc1ccc2[nH]cc(CCCNCC3COc4ccccc4O3)c2c1, predict the reactants needed to synthesize it. The reactants are: COc1ccc2[nH]cc(CCCBr)c2c1.NCC1COc2ccccc2O1. (4) Given the product Cc1c(-c2cnc3cccc(-c4cc(F)c(CN5CCOCC5)c(F)c4)c3n2)cnn1C1CCNCC1, predict the reactants needed to synthesize it. The reactants are: Cc1c(-c2cnc3cccc(-c4cc(F)c(CN5CCOCC5)c(F)c4)c3n2)cnn1C1CCN(C(=O)OC(C)(C)C)CC1. (5) The reactants are: CC(C)(C)OC(=O)N1CCC(n2cc(-c3cnc(N)c(-c4nc5ccccc5o4)c3)nn2)CC1. Given the product Nc1ncc(-c2cn(C3CCNCC3)nn2)cc1-c1nc2ccccc2o1, predict the reactants needed to synthesize it. (6) Given the product Cc1c(C(=O)O)c2ncccc2n1C(C)c1ccccc1, predict the reactants needed to synthesize it. The reactants are: COC(=O)c1c(C)n(C(C)c2ccccc2)c2cccnc12. (7) Given the product COC(Cc1cccc(CCCCCOc2ccc(Oc3ccccc3)cc2)c1)C(=O)O, predict the reactants needed to synthesize it. The reactants are: COC(Cc1cccc(C#CCCCOc2ccc(Oc3ccccc3)cc2)c1)C(=O)O. (8) Given the product Nc1ncccc1Nc1ccccc1, predict the reactants needed to synthesize it. The reactants are: O=[N+]([O-])c1ncccc1Nc1ccccc1. (9) Given the product CC(C)Oc1ccc(-c2nc(-c3cc(F)cc4c(CCC(=O)O)c[nH]c34)no2)cc1C#N, predict the reactants needed to synthesize it. The reactants are: CCOC(=O)CCc1c[nH]c2c(-c3noc(-c4ccc(OC(C)C)c(C#N)c4)n3)cc(F)cc12.